From a dataset of Reaction yield outcomes from USPTO patents with 853,638 reactions. Predict the reaction yield, written as a fraction of the theoretical maximum amount of product (1.0 means a 100% yield; for example, 0.34 means a 34% yield). (1) The reactants are [C:1]([O:5][C:6]([N:8]1[C:16]2[C:11](=[CH:12][C:13]([O:17][CH2:18][CH2:19][CH2:20][CH2:21]Br)=[CH:14][CH:15]=2)[CH2:10][CH2:9]1)=[O:7])([CH3:4])([CH3:3])[CH3:2].[CH2:23]([CH2:26][NH2:27])[CH:24]=C.[CH3:28]N(C=O)C. No catalyst specified. The product is [C:1]([O:5][C:6]([N:8]1[C:16]2[C:11](=[CH:12][C:13]([O:17][CH2:18][CH2:19][CH2:20][CH2:21][N:27]([CH2:26][CH:23]=[CH2:24])[CH3:28])=[CH:14][CH:15]=2)[CH2:10][CH2:9]1)=[O:7])([CH3:4])([CH3:3])[CH3:2]. The yield is 0.850. (2) The reactants are C([N:8]1[C:16]2[C:15]3=[N:17][N:18]=[CH:19][N:14]3[C:13](=[O:20])[N:12]([CH2:21][CH2:22][CH2:23][CH2:24][CH3:25])[C:11]=2[N:10]=[CH:9]1)C1C=CC=CC=1.Cl. The catalyst is C(O)(=O)C.[OH-].[Pd+2].[OH-]. The product is [CH2:21]([N:12]1[C:11]2[N:10]=[CH:9][NH:8][C:16]=2[C:15]2=[N:17][N:18]=[CH:19][N:14]2[C:13]1=[O:20])[CH2:22][CH2:23][CH2:24][CH3:25]. The yield is 0.656. (3) The reactants are C([NH:5][S:6]([C:9]1[S:10][C:11]([C:14]2[CH:19]=[C:18]([C:20]3[N:25]=[C:24]([C:26]([F:29])([F:28])[F:27])[CH:23]=[C:22]([C:30]4[CH:35]=[CH:34][C:33]([C:36]([F:39])([F:38])[F:37])=[CH:32][CH:31]=4)[N:21]=3)[CH:17]=[CH:16][N:15]=2)=[CH:12][CH:13]=1)(=[O:8])=[O:7])(C)(C)C.C(O)(C(F)(F)F)=O. The catalyst is ClCCl. The product is [F:29][C:26]([F:27])([F:28])[C:24]1[CH:23]=[C:22]([C:30]2[CH:35]=[CH:34][C:33]([C:36]([F:39])([F:38])[F:37])=[CH:32][CH:31]=2)[N:21]=[C:20]([C:18]2[CH:17]=[CH:16][N:15]=[C:14]([C:11]3[S:10][C:9]([S:6]([NH2:5])(=[O:8])=[O:7])=[CH:13][CH:12]=3)[CH:19]=2)[N:25]=1. The yield is 0.670. (4) The reactants are [N+:1]([O-:11])([O:3][CH2:4][CH2:5][CH2:6][CH2:7][CH2:8][CH2:9][OH:10])=[O:2].[CH3:12][C:13]([C:19]1[C:24](=[O:25])[C:23]([CH3:26])=[C:22]([CH3:27])[C:21](=[O:28])[C:20]=1[CH3:29])([CH3:18])[CH2:14][C:15](O)=[O:16].C(Cl)CCl. The catalyst is CN(C1C=CN=CC=1)C. The product is [CH3:18][C:13]([C:19]1[C:24](=[O:25])[C:23]([CH3:26])=[C:22]([CH3:27])[C:21](=[O:28])[C:20]=1[CH3:29])([CH3:12])[CH2:14][C:15]([O:10][CH2:9][CH2:8][CH2:7][CH2:6][CH2:5][CH2:4][O:3][N+:1]([O-:11])=[O:2])=[O:16]. The yield is 0.720. (5) The reactants are Br[C:2]1[CH:3]=[C:4]2[C:9](=[CH:10][C:11]=1[O:12][CH3:13])[C:8]([CH3:15])([CH3:14])[C:7](=[O:16])[CH2:6][CH2:5]2.[CH3:17][CH:18](C1C=C(C(C)C)C(C2C=CC=CC=2P(C2CCCCC2)C2CCCCC2)=C(C(C)C)C=1)C.C[Si](C#C)(C)C. The catalyst is C(#N)C.C(OCC)(=O)C. The product is [C:17]([C:2]1[CH:3]=[C:4]2[C:9](=[CH:10][C:11]=1[O:12][CH3:13])[C:8]([CH3:15])([CH3:14])[C:7](=[O:16])[CH2:6][CH2:5]2)#[CH:18]. The yield is 0.430. (6) The reactants are [CH:1]1([N:4]2[C:12]3[CH:11]=[CH:10][N:9]=[CH:8][C:7]=3[N:6]([CH2:13][C:14]3[N:15]([CH2:28][CH2:29][CH:30]([CH3:32])[CH3:31])[C:16]4[C:21]([C:22]=3[C:23]([O:25]CC)=[O:24])=[CH:20][CH:19]=[CH:18][CH:17]=4)[C:5]2=[O:33])[CH2:3][CH2:2]1.[OH-].[Li+].Cl. The catalyst is C1COCC1.O. The product is [CH:1]1([N:4]2[C:12]3[CH:11]=[CH:10][N:9]=[CH:8][C:7]=3[N:6]([CH2:13][C:14]3[N:15]([CH2:28][CH2:29][CH:30]([CH3:31])[CH3:32])[C:16]4[C:21]([C:22]=3[C:23]([OH:25])=[O:24])=[CH:20][CH:19]=[CH:18][CH:17]=4)[C:5]2=[O:33])[CH2:3][CH2:2]1. The yield is 0.940. (7) The reactants are Cl[CH2:2][CH2:3][CH2:4][N:5]1[C:14]2[C:9](=[CH:10][CH:11]=[CH:12][CH:13]=2)[CH:8]=[CH:7][C:6]1=[O:15].C([O-])([O-])=O.[K+].[K+].[CH2:22]([CH:26]1[CH2:31][CH2:30][NH:29][CH2:28][CH2:27]1)[CH2:23][CH2:24][CH3:25].CC#N. The catalyst is CCOC(C)=O. The product is [CH2:22]([CH:26]1[CH2:31][CH2:30][N:29]([CH2:2][CH2:3][CH2:4][N:5]2[C:14]3[C:9](=[CH:10][CH:11]=[CH:12][CH:13]=3)[CH:8]=[CH:7][C:6]2=[O:15])[CH2:28][CH2:27]1)[CH2:23][CH2:24][CH3:25]. The yield is 0.490. (8) The reactants are [F:1][C:2]1[CH:7]=[CH:6][C:5]([C:8]2[C:17]3[C:12](=[CH:13][CH:14]=[C:15]([N:18]4[CH2:23][CH2:22][CH2:21][CH2:20][CH2:19]4)[CH:16]=3)[N:11]=[C:10]([CH3:24])[C:9]=2[C:25](OC)=[O:26])=[CH:4][CH:3]=1.[H-].[H-].[H-].[H-].[Li+].[Al+3].O. The catalyst is C1COCC1. The product is [F:1][C:2]1[CH:3]=[CH:4][C:5]([C:8]2[C:17]3[C:12](=[CH:13][CH:14]=[C:15]([N:18]4[CH2:19][CH2:20][CH2:21][CH2:22][CH2:23]4)[CH:16]=3)[N:11]=[C:10]([CH3:24])[C:9]=2[CH2:25][OH:26])=[CH:6][CH:7]=1. The yield is 0.820.